Dataset: NCI-60 drug combinations with 297,098 pairs across 59 cell lines. Task: Regression. Given two drug SMILES strings and cell line genomic features, predict the synergy score measuring deviation from expected non-interaction effect. (1) Drug 1: C1=NC2=C(N1)C(=S)N=C(N2)N. Drug 2: CCC1(CC2CC(C3=C(CCN(C2)C1)C4=CC=CC=C4N3)(C5=C(C=C6C(=C5)C78CCN9C7C(C=CC9)(C(C(C8N6C)(C(=O)OC)O)OC(=O)C)CC)OC)C(=O)OC)O.OS(=O)(=O)O. Cell line: EKVX. Synergy scores: CSS=42.2, Synergy_ZIP=-2.54, Synergy_Bliss=-3.84, Synergy_Loewe=-1.21, Synergy_HSA=0.178. (2) Drug 1: CC12CCC3C(C1CCC2=O)CC(=C)C4=CC(=O)C=CC34C. Drug 2: C1=NNC2=C1C(=O)NC=N2. Cell line: 786-0. Synergy scores: CSS=34.1, Synergy_ZIP=1.68, Synergy_Bliss=-1.39, Synergy_Loewe=-23.1, Synergy_HSA=-2.08. (3) Drug 1: CC1OCC2C(O1)C(C(C(O2)OC3C4COC(=O)C4C(C5=CC6=C(C=C35)OCO6)C7=CC(=C(C(=C7)OC)O)OC)O)O. Drug 2: CC1CCCC2(C(O2)CC(NC(=O)CC(C(C(=O)C(C1O)C)(C)C)O)C(=CC3=CSC(=N3)C)C)C. Cell line: K-562. Synergy scores: CSS=31.3, Synergy_ZIP=-3.13, Synergy_Bliss=-4.41, Synergy_Loewe=-3.69, Synergy_HSA=-3.61. (4) Drug 1: CN(CCCl)CCCl.Cl. Drug 2: CN(C(=O)NC(C=O)C(C(C(CO)O)O)O)N=O. Cell line: K-562. Synergy scores: CSS=31.6, Synergy_ZIP=-9.03, Synergy_Bliss=-7.27, Synergy_Loewe=-1.98, Synergy_HSA=-0.975. (5) Drug 1: C1C(C(OC1N2C=C(C(=O)NC2=O)F)CO)O. Drug 2: CS(=O)(=O)OCCCCOS(=O)(=O)C. Cell line: IGROV1. Synergy scores: CSS=3.54, Synergy_ZIP=-3.03, Synergy_Bliss=-1.81, Synergy_Loewe=-2.32, Synergy_HSA=-0.500. (6) Drug 1: CN1C2=C(C=C(C=C2)N(CCCl)CCCl)N=C1CCCC(=O)O.Cl. Drug 2: CC1=C(C=C(C=C1)C(=O)NC2=CC(=CC(=C2)C(F)(F)F)N3C=C(N=C3)C)NC4=NC=CC(=N4)C5=CN=CC=C5. Cell line: T-47D. Synergy scores: CSS=1.71, Synergy_ZIP=-3.18, Synergy_Bliss=-6.99, Synergy_Loewe=-0.950, Synergy_HSA=-5.14. (7) Drug 1: CCC1(CC2CC(C3=C(CCN(C2)C1)C4=CC=CC=C4N3)(C5=C(C=C6C(=C5)C78CCN9C7C(C=CC9)(C(C(C8N6C=O)(C(=O)OC)O)OC(=O)C)CC)OC)C(=O)OC)O.OS(=O)(=O)O. Drug 2: CCCCC(=O)OCC(=O)C1(CC(C2=C(C1)C(=C3C(=C2O)C(=O)C4=C(C3=O)C=CC=C4OC)O)OC5CC(C(C(O5)C)O)NC(=O)C(F)(F)F)O. Cell line: HL-60(TB). Synergy scores: CSS=83.0, Synergy_ZIP=4.44, Synergy_Bliss=2.42, Synergy_Loewe=0.404, Synergy_HSA=1.26. (8) Drug 1: CC1C(C(=O)NC(C(=O)N2CCCC2C(=O)N(CC(=O)N(C(C(=O)O1)C(C)C)C)C)C(C)C)NC(=O)C3=C4C(=C(C=C3)C)OC5=C(C(=O)C(=C(C5=N4)C(=O)NC6C(OC(=O)C(N(C(=O)CN(C(=O)C7CCCN7C(=O)C(NC6=O)C(C)C)C)C)C(C)C)C)N)C. Drug 2: CS(=O)(=O)CCNCC1=CC=C(O1)C2=CC3=C(C=C2)N=CN=C3NC4=CC(=C(C=C4)OCC5=CC(=CC=C5)F)Cl. Cell line: HCC-2998. Synergy scores: CSS=22.8, Synergy_ZIP=21.3, Synergy_Bliss=27.1, Synergy_Loewe=14.3, Synergy_HSA=18.3. (9) Drug 1: CC1=C(C=C(C=C1)C(=O)NC2=CC(=CC(=C2)C(F)(F)F)N3C=C(N=C3)C)NC4=NC=CC(=N4)C5=CN=CC=C5. Drug 2: CC12CCC3C(C1CCC2O)C(CC4=C3C=CC(=C4)O)CCCCCCCCCS(=O)CCCC(C(F)(F)F)(F)F. Cell line: NCIH23. Synergy scores: CSS=-2.86, Synergy_ZIP=-0.139, Synergy_Bliss=-2.77, Synergy_Loewe=-9.52, Synergy_HSA=-6.35. (10) Drug 1: CN(C)N=NC1=C(NC=N1)C(=O)N. Drug 2: CN(C(=O)NC(C=O)C(C(C(CO)O)O)O)N=O. Cell line: NCI-H460. Synergy scores: CSS=5.88, Synergy_ZIP=-4.96, Synergy_Bliss=-4.38, Synergy_Loewe=-15.9, Synergy_HSA=-5.12.